From a dataset of Catalyst prediction with 721,799 reactions and 888 catalyst types from USPTO. Predict which catalyst facilitates the given reaction. Reactant: [CH3:1][O:2][C:3]1[CH:28]=[CH:27][C:6]([O:7][CH2:8][CH2:9][CH2:10][NH:11][CH2:12][C:13]2[CH:18]=[CH:17][CH:16]=[C:15]([O:19][Si:20]([C:23]([CH3:26])([CH3:25])[CH3:24])([CH3:22])[CH3:21])[CH:14]=2)=[CH:5][CH:4]=1.C(N(CC)C(C)C)(C)C.Cl[C:39]1[O:40][C:41]2[CH:47]=[CH:46][CH:45]=[CH:44][C:42]=2[N:43]=1. Product: [O:40]1[C:41]2[CH:47]=[CH:46][CH:45]=[CH:44][C:42]=2[N:43]=[C:39]1[N:11]([CH2:12][C:13]1[CH:18]=[CH:17][CH:16]=[C:15]([O:19][Si:20]([C:23]([CH3:24])([CH3:25])[CH3:26])([CH3:21])[CH3:22])[CH:14]=1)[CH2:10][CH2:9][CH2:8][O:7][C:6]1[CH:5]=[CH:4][C:3]([O:2][CH3:1])=[CH:28][CH:27]=1. The catalyst class is: 9.